From a dataset of Forward reaction prediction with 1.9M reactions from USPTO patents (1976-2016). Predict the product of the given reaction. (1) Given the reactants [CH3:1][N:2]1[CH:6]=[C:5]([N+:7]([O-])=O)[C:4]([N:10]2[CH2:14][CH2:13][O:12][C:11]2=[O:15])=[N:3]1.[C:16]([O:20][C:21]([N:23]([CH2:49][C:50]([F:53])([F:52])[F:51])[C:24]1[CH:29]=[C:28]([C:30]2[O:31][CH:32]=[C:33]([C:35](OC3C(F)=C(F)C(F)=C(F)C=3F)=[O:36])[N:34]=2)[CH:27]=[CH:26][N:25]=1)=[O:22])([CH3:19])([CH3:18])[CH3:17].C(N(CC)CC)C, predict the reaction product. The product is: [CH3:1][N:2]1[CH:6]=[C:5]([NH:7][C:35]([C:33]2[N:34]=[C:30]([C:28]3[CH:27]=[CH:26][N:25]=[C:24]([N:23]([CH2:49][C:50]([F:52])([F:51])[F:53])[C:21](=[O:22])[O:20][C:16]([CH3:19])([CH3:18])[CH3:17])[CH:29]=3)[O:31][CH:32]=2)=[O:36])[C:4]([N:10]2[CH2:14][CH2:13][O:12][C:11]2=[O:15])=[N:3]1. (2) Given the reactants [C:1]([C:4]1[C:16]([NH2:17])=[C:15]([C:18]([CH3:20])=[CH2:19])[C:7]2[O:8][C:9]3[CH:14]=[CH:13][CH:12]=[CH:11][C:10]=3[C:6]=2[CH:5]=1)([CH3:3])=[CH2:2], predict the reaction product. The product is: [CH:1]([C:4]1[C:16]([NH2:17])=[C:15]([CH:18]([CH3:20])[CH3:19])[C:7]2[O:8][C:9]3[CH:14]=[CH:13][CH:12]=[CH:11][C:10]=3[C:6]=2[CH:5]=1)([CH3:3])[CH3:2]. (3) Given the reactants [CH3:1][O:2][C:3]1[CH:4]=C(CC(O)=O)[CH:6]=[CH:7][C:8]=1[NH:9][C:10]([NH:12][C:13]1[CH:18]=[CH:17][CH:16]=[CH:15][C:14]=1[CH3:19])=[O:11].[CH3:24][NH:25][CH2:26][CH2:27][N:28]1[CH2:33][CH2:32][CH:31]([CH2:34][C:35]([O:37][CH2:38][CH3:39])=[O:36])[CH2:30][CH2:29]1.[CH3:40]CN=C=NCCCN(C)C.Cl.C1C=CC2N(O)N=NC=2C=1.[CH3:62][CH2:63][O:64]C(C)=O, predict the reaction product. The product is: [CH3:40][C:3]1([O:2][CH3:1])[C:8]([NH:9][C:10]([NH:12][C:13]2[CH:18]=[CH:17][CH:16]=[CH:15][C:14]=2[CH3:19])=[O:11])=[CH:7][CH:6]=[C:24]([N:25]([CH2:26][CH2:27][N:28]2[CH2:29][CH2:30][CH:31]([CH2:34][C:35]([O:37][CH2:38][CH3:39])=[O:36])[CH2:32][CH2:33]2)[C:63](=[O:64])[CH3:62])[CH2:4]1. (4) The product is: [CH2:1]([CH:8]1[CH2:9][CH2:10][N:11]([C:14](=[O:18])[C:15]([NH:24][C:23]2[CH:25]=[CH:26][C:20]([CH3:19])=[CH:21][CH:22]=2)=[O:17])[CH2:12][CH2:13]1)[C:2]1[CH:3]=[CH:4][CH:5]=[CH:6][CH:7]=1. Given the reactants [CH2:1]([CH:8]1[CH2:13][CH2:12][N:11]([C:14](=[O:18])[C:15]([OH:17])=O)[CH2:10][CH2:9]1)[C:2]1[CH:7]=[CH:6][CH:5]=[CH:4][CH:3]=1.[CH3:19][C:20]1[CH:26]=[CH:25][C:23]([NH2:24])=[CH:22][CH:21]=1, predict the reaction product. (5) Given the reactants [F:1][C:2]1([F:20])[CH2:4][CH:3]1[CH2:5][CH2:6][O:7][C:8]1[CH:17]=[CH:16][C:11]([C:12]([O:14]C)=[O:13])=[CH:10][C:9]=1[O:18][CH3:19].[OH-].[Na+].Cl, predict the reaction product. The product is: [F:1][C:2]1([F:20])[CH2:4][CH:3]1[CH2:5][CH2:6][O:7][C:8]1[CH:17]=[CH:16][C:11]([C:12]([OH:14])=[O:13])=[CH:10][C:9]=1[O:18][CH3:19].